This data is from Experimentally validated miRNA-target interactions with 360,000+ pairs, plus equal number of negative samples. The task is: Binary Classification. Given a miRNA mature sequence and a target amino acid sequence, predict their likelihood of interaction. (1) The miRNA is hsa-miR-6878-3p with sequence CUGGCCUCUUCUUUCUCCUAG. The protein sequence of the target gene is MDQYVSTAPPRFPIAQLGTFKQDSAGMGRIFKGNLLQKKALTTFENEHHIRFFTLLVLFHVMVLLRNHSRIQGVSEDWKRANSIFRNFLRLKSSRNTAEAE. Result: 0 (no interaction). (2) The miRNA is hsa-miR-4708-5p with sequence AGAGAUGCCGCCUUGCUCCUU. The protein sequence of the target gene is MEFHNGGHVSGIGGFLVSLTSRMKPHTLAVTPALIFAITVATIGSFQFGYNTGVINAPETIIKEFINKTLTDKANAPPSEVLLTNLWSLSVAIFSVGGMIGSFSVGLFVNRFGRRNSMLIVNLLAATGGCLMGLCKIAESVEMLILGRLVIGLFCGLCTGFVPMYIGEISPTALRGAFGTLNQLGIVIGILVAQIFGLELILGSEELWPVLLGFTILPAILQSAALPCCPESPRFLLINRKKEENATRILQRLWGTQDVSQDIQEMKDESARMSQEKQVTVLELFRVSSYRQPIIISIVL.... Result: 1 (interaction). (3) The miRNA is mmu-miR-6951-5p with sequence UUGUAUUUGUGUGAUUAAAGU. The protein sequence of the target gene is MALRRLLLPPLLLSLLLSLASLHLPPGADAARGRSGNRTLNAGAVGGRRAGGALARGGRELNSTARASGVPEAGSRRGQSAAAAAAAAAAASATVTYETCWGYYDVSGQYDKEFECNNSESGYLYCCGTCYYRFCCKKRHEKLDQRQCTNYQSPVWVQTPSTKVVSPGPENKYDPEKDKTNFTVYITCGVIAFVIVAGVFAKVSYDKAHRPPREMNIHRALADILRQQGPIPIAHCERETISAIDTSPKENTPVRSTSKNHYTPVRTAKQTPGDRQYNHPILSSATQTPTHEKPRMNNIL.... Result: 0 (no interaction). (4) Result: 0 (no interaction). The protein sequence of the target gene is MQSRLLLLGAPGGLGDVASRRVRLLLRQVLRGRPGGDQQRLEVRLLHSGATDSGETVSIGDVSYKLKTPKNPELVPQNYISDSPAQSIVQHLRWLMQKDLLGQDVFLIGPPGPLRRSVAMQYLELTKREVEYIALSRDTTETDLKQRREIRAGTAFYIDQCAVRAATEGRTLVLEGLEKAERNVLPVLNNLLENREMQLEDGRFLMSAERYDKLLQDHTKEELDAWKIVRVSENFRVIALGLPVPRYSGNPLDPPLRSRFQARDIYFLPFQDQLKLLYSVGANVSAEKISQLLSFATTLC.... The miRNA is mmu-miR-101c with sequence ACAGUACUGUGAUAACUGA.